From a dataset of Reaction yield outcomes from USPTO patents with 853,638 reactions. Predict the reaction yield, written as a fraction of the theoretical maximum amount of product (1.0 means a 100% yield; for example, 0.34 means a 34% yield). (1) The yield is 0.830. The reactants are ClC(Cl)(Cl)[C:3]([C:5]1[C:13]2[C:8](=[CH:9][N:10]=[CH:11][CH:12]=2)[NH:7][C:6]=1[CH3:14])=[O:4].[OH-:17].[K+].[CH3:19]O. The product is [CH3:14][C:6]1[NH:7][C:8]2=[CH:9][N:10]=[CH:11][CH:12]=[C:13]2[C:5]=1[C:3]([O:4][CH3:19])=[O:17]. No catalyst specified. (2) The reactants are [Cl:1][C:2]1[CH:7]=[CH:6][C:5](/[CH:8]=[CH:9]/[C:10]2(C(C3CCCCO3)=O)[C:18]3[C:13](=[CH:14][CH:15]=[C:16]([C:19]4[N:23]=[CH:22][N:21](C(C5C=CC=CC=5)(C5C=CC=CC=5)C5C=CC=CC=5)[N:20]=4)[CH:17]=3)[NH:12][NH:11]2)=[CH:4][CH:3]=1. The catalyst is O1CCOCC1.Cl. The product is [Cl:1][C:2]1[CH:7]=[CH:6][C:5](/[CH:8]=[CH:9]/[C:10]2[C:18]3[C:13](=[CH:14][CH:15]=[C:16]([C:19]4[N:23]=[CH:22][NH:21][N:20]=4)[CH:17]=3)[NH:12][N:11]=2)=[CH:4][CH:3]=1. The yield is 0.566. (3) The reactants are C([O:3][C:4](=[O:50])[CH2:5][CH2:6][CH2:7][O:8][C:9]1[CH:14]=[CH:13][CH:12]=[C:11]([CH2:15][CH2:16][CH2:17][CH2:18][CH2:19][CH2:20][O:21][C:22]2[CH:27]=[C:26]([S:28]([CH:31]([CH3:33])[CH3:32])(=[O:30])=[O:29])[CH:25]=[C:24]([C:34]3[CH:42]=[CH:41][C:37]4[O:38][CH2:39][O:40][C:36]=4[CH:35]=3)[CH:23]=2)[C:10]=1[CH2:43][CH2:44][C:45]([O:47]CC)=[O:46])C.[OH-].[Na+]. No catalyst specified. The product is [O:38]1[C:37]2[CH:41]=[CH:42][C:34]([C:24]3[CH:23]=[C:22]([CH:27]=[C:26]([S:28]([CH:31]([CH3:33])[CH3:32])(=[O:29])=[O:30])[CH:25]=3)[O:21][CH2:20][CH2:19][CH2:18][CH2:17][CH2:16][CH2:15][C:11]3[C:10]([CH2:43][CH2:44][C:45]([OH:47])=[O:46])=[C:9]([CH:14]=[CH:13][CH:12]=3)[O:8][CH2:7][CH2:6][CH2:5][C:4]([OH:50])=[O:3])=[CH:35][C:36]=2[O:40][CH2:39]1. The yield is 0.340. (4) The reactants are [CH3:1][O:2][C:3]1[CH:4]=[C:5]2[C:10](=[CH:11][C:12]=1[O:13][CH3:14])[N:9]=[CH:8][N:7]=[C:6]2[CH:15]1[CH2:20][CH2:19][NH:18][CH2:17][CH2:16]1.[CH2:21]([O:23][C:24]1[CH:29]=[CH:28][C:27]([N:30]=[C:31]=[O:32])=[CH:26][CH:25]=1)[CH3:22]. The catalyst is CN(C=O)C. The product is [CH2:21]([O:23][C:24]1[CH:29]=[CH:28][C:27]([NH:30][C:31]([N:18]2[CH2:19][CH2:20][CH:15]([C:6]3[C:5]4[C:10](=[CH:11][C:12]([O:13][CH3:14])=[C:3]([O:2][CH3:1])[CH:4]=4)[N:9]=[CH:8][N:7]=3)[CH2:16][CH2:17]2)=[O:32])=[CH:26][CH:25]=1)[CH3:22]. The yield is 0.200. (5) The reactants are [F:1][C:2]1[CH:3]=[C:4]([CH:17]=[CH:18][CH:19]=1)[O:5][CH:6]([C:8]1[CH:16]=[CH:15][C:11]([C:12]([OH:14])=O)=[CH:10][CH:9]=1)[CH3:7].Cl.C(N=C=NCCCN(C)C)C.ON1C2C=CC=CC=2N=N1.[NH2:42][CH2:43][C:44]1[C:45]([OH:52])=[N:46][C:47]([CH3:51])=[CH:48][C:49]=1[CH3:50]. The catalyst is O.ClCCl.C(N(CC)CC)C. The yield is 0.340. The product is [F:1][C:2]1[CH:3]=[C:4]([CH:17]=[CH:18][CH:19]=1)[O:5][CH:6]([C:8]1[CH:9]=[CH:10][C:11]([C:12]([NH:42][CH2:43][C:44]2[C:45]([OH:52])=[N:46][C:47]([CH3:51])=[CH:48][C:49]=2[CH3:50])=[O:14])=[CH:15][CH:16]=1)[CH3:7]. (6) The reactants are [CH3:1][C:2]1[CH:7]=[C:6]([CH3:8])[CH:5]=[C:4]([CH3:9])[C:3]=1[NH2:10].[ClH:11]. The catalyst is C(OCC)C. The product is [ClH:11].[CH3:1][C:2]1[CH:7]=[C:6]([CH3:8])[CH:5]=[C:4]([CH3:9])[C:3]=1[NH2:10]. The yield is 1.00. (7) The product is [CH2:1]([O:3][C:4]([C:6]1[C:10]([CH:11]2[CH2:12][CH2:13]2)=[N:9][N:8]([CH3:14])[N:7]=1)=[O:5])[CH3:2].[CH2:1]([O:3][C:4]([C:6]1[N:7]([CH3:14])[N:8]=[N:9][C:10]=1[CH:11]1[CH2:12][CH2:13]1)=[O:5])[CH3:2]. The reactants are [CH2:1]([O:3][C:4]([C:6]1[C:10]([CH:11]2[CH2:13][CH2:12]2)=[N:9][NH:8][N:7]=1)=[O:5])[CH3:2].[C:14](=O)([O-])[O-].[K+].[K+].CI. The yield is 0.430. The catalyst is CN(C)C=O. (8) The yield is 0.960. The reactants are [Br:1][C:2]1[CH:3]=[C:4]([N+:9]([O-:11])=[O:10])[CH:5]=[CH:6][C:7]=1F.[CH2:12]([SH:14])[CH3:13].C(=O)([O-])[O-].[K+].[K+]. The catalyst is CN(C=O)C. The product is [Br:1][C:2]1[CH:3]=[C:4]([N+:9]([O-:11])=[O:10])[CH:5]=[CH:6][C:7]=1[S:14][CH2:12][CH3:13]. (9) The reactants are [C:1]1([CH2:7][CH:8]([NH:10][CH2:11][C:12]2[CH:17]=[CH:16][CH:15]=[CH:14][CH:13]=2)[CH3:9])[CH:6]=[CH:5][CH:4]=[CH:3][CH:2]=1.C(O)(=O)[C@H](C1C=CC=CC=1)O. No catalyst specified. The product is [C:1]1([CH2:7][C@H:8]([NH:10][CH2:11][C:12]2[CH:13]=[CH:14][CH:15]=[CH:16][CH:17]=2)[CH3:9])[CH:2]=[CH:3][CH:4]=[CH:5][CH:6]=1. The yield is 0.570.